Dataset: Full USPTO retrosynthesis dataset with 1.9M reactions from patents (1976-2016). Task: Predict the reactants needed to synthesize the given product. (1) Given the product [CH3:18][O:17][C:13]1[CH:12]=[C:11]([CH:16]=[CH:15][CH:14]=1)[CH2:10][N:8]([CH3:9])[C:6]([C:5]1[CH:19]=[CH:20][C:2]([C:26]2[CH:25]=[CH:24][CH:23]=[C:22]([CH3:21])[CH:27]=2)=[CH:3][CH:4]=1)=[O:7], predict the reactants needed to synthesize it. The reactants are: Br[C:2]1[CH:20]=[CH:19][C:5]([C:6]([N:8]([CH2:10][C:11]2[CH:16]=[CH:15][CH:14]=[C:13]([O:17][CH3:18])[CH:12]=2)[CH3:9])=[O:7])=[CH:4][CH:3]=1.[CH3:21][C:22]1[CH:23]=[C:24](B(O)O)[CH:25]=[CH:26][CH:27]=1. (2) Given the product [F:29][C:26]1[CH:25]=[CH:24][C:23]([CH2:22][NH:21][C:20]([C:8]2[C:9](=[O:19])[C:10]([OH:11])=[C:5]3[C:3](=[O:4])[N:36]4[C@@H:37]([CH3:45])[CH2:38][CH2:39][N:40]([CH2:41][CH2:42][O:43][CH3:44])[C@@H:32]4[CH2:31][N:6]3[CH:7]=2)=[O:30])=[CH:28][CH:27]=1, predict the reactants needed to synthesize it. The reactants are: CO[C:3]([C:5]1[N:6]([CH2:31][CH:32]=O)[CH:7]=[C:8]([C:20](=[O:30])[NH:21][CH2:22][C:23]2[CH:28]=[CH:27][C:26]([F:29])=[CH:25][CH:24]=2)[C:9](=[O:19])[C:10]=1[O:11]CC1C=CC=CC=1)=[O:4].Cl.Cl.[NH2:36][C@@H:37]([CH3:45])[CH2:38][CH2:39][NH:40][CH2:41][CH2:42][O:43][CH3:44]. (3) Given the product [Cl:35][C:36]1[CH:37]=[C:38]([NH:43][C:2]2[N:12]=[C:11]([NH:13][C:14]3[CH:19]=[CH:18][C:17]([N:20]4[CH2:25][CH2:24][N:23]([C:26]([O:28][C:29]([CH3:30])([CH3:32])[CH3:31])=[O:27])[CH2:22][CH2:21]4)=[CH:16][C:15]=3[O:33][CH3:34])[C:5]3[C:6](=[O:10])[NH:7][N:8]=[CH:9][C:4]=3[CH:3]=2)[CH:39]=[C:40]([Cl:42])[CH:41]=1, predict the reactants needed to synthesize it. The reactants are: Cl[C:2]1[N:12]=[C:11]([NH:13][C:14]2[CH:19]=[CH:18][C:17]([N:20]3[CH2:25][CH2:24][N:23]([C:26]([O:28][C:29]([CH3:32])([CH3:31])[CH3:30])=[O:27])[CH2:22][CH2:21]3)=[CH:16][C:15]=2[O:33][CH3:34])[C:5]2[C:6](=[O:10])[NH:7][N:8]=[CH:9][C:4]=2[CH:3]=1.[Cl:35][C:36]1[CH:37]=[C:38]([NH2:43])[CH:39]=[C:40]([Cl:42])[CH:41]=1.C1(P(C2CCCCC2)C2C=CC=CC=2C2C(C(C)C)=CC(C(C)C)=CC=2C(C)C)CCCCC1.CC(C)([O-])C.[K+]. (4) Given the product [CH2:1]([C:3]1[CH:4]=[C:5]([OH:20])[C:6]2[CH:7]=[N:8][N:9]([C:12]3[CH:17]=[CH:16][C:15]([OH:18])=[C:14]([F:19])[CH:13]=3)[C:10]=2[CH:11]=1)[CH3:2], predict the reactants needed to synthesize it. The reactants are: [CH:1]([C:3]1[CH:4]=[C:5]([OH:20])[C:6]2[CH:7]=[N:8][N:9]([C:12]3[CH:17]=[CH:16][C:15]([OH:18])=[C:14]([F:19])[CH:13]=3)[C:10]=2[CH:11]=1)=[CH2:2]. (5) Given the product [Br:15][CH2:16][C:17]([NH:14][C:4]1[CH:3]=[C:2]([Cl:1])[N:7]=[C:6]([C:8]2[CH:13]=[CH:12][CH:11]=[CH:10][CH:9]=2)[N:5]=1)=[O:18], predict the reactants needed to synthesize it. The reactants are: [Cl:1][C:2]1[N:7]=[C:6]([C:8]2[CH:13]=[CH:12][CH:11]=[CH:10][CH:9]=2)[N:5]=[C:4]([NH2:14])[CH:3]=1.[Br:15][CH2:16][C:17](Br)=[O:18].C(N(CC)C(C)C)(C)C. (6) Given the product [ClH:42].[ClH:42].[ClH:42].[NH2:43][C:4]1[CH:9]=[C:8]([O:10][C:11]2[CH:16]=[CH:15][C:14]([NH:17][C:18]3[C:23]([C:24]([NH:26][C:27]4[CH:32]=[CH:31][C:30]([F:33])=[CH:29][C:28]=4[F:34])=[O:25])=[CH:22][N:21]=[C:20]([N:35]4[CH2:40][CH2:39][O:38][CH2:37][CH2:36]4)[N:19]=3)=[CH:13][C:12]=2[F:41])[CH:7]=[CH:6][N:5]=1, predict the reactants needed to synthesize it. The reactants are: C([C:4]1[CH:9]=[C:8]([O:10][C:11]2[CH:16]=[CH:15][C:14]([NH:17][C:18]3[C:23]([C:24]([NH:26][C:27]4[CH:32]=[CH:31][C:30]([F:33])=[CH:29][C:28]=4[F:34])=[O:25])=[CH:22][N:21]=[C:20]([N:35]4[CH2:40][CH2:39][O:38][CH2:37][CH2:36]4)[N:19]=3)=[CH:13][C:12]=2[F:41])[CH:7]=[CH:6][N:5]=1)(=O)N.[ClH:42].[NH2:43]C1C=C(OC2C=CC(NC3N=CC=CC=3C(NC3C=CC(F)=CC=3F)=O)=CC=2F)C=CN=1.